This data is from Forward reaction prediction with 1.9M reactions from USPTO patents (1976-2016). The task is: Predict the product of the given reaction. (1) Given the reactants [F:1][C:2]1[CH:18]=[C:17]([N+:19]([O-:21])=[O:20])[CH:16]=[CH:15][C:3]=1[O:4][C:5]1[CH:10]=[CH:9][N:8]=[C:7]2[CH:11]=[C:12](I)[S:13][C:6]=12.[CH:22]([C:24]1[O:28][C:27](B(O)O)=[CH:26][CH:25]=1)=[O:23].C([O-])([O-])=O.[Na+].[Na+], predict the reaction product. The product is: [F:1][C:2]1[CH:18]=[C:17]([N+:19]([O-:21])=[O:20])[CH:16]=[CH:15][C:3]=1[O:4][C:5]1[CH:10]=[CH:9][N:8]=[C:7]2[CH:11]=[C:12]([C:27]3[O:28][C:24]([CH:22]=[O:23])=[CH:25][CH:26]=3)[S:13][C:6]=12. (2) The product is: [OH:9][C@H:7]1[CH2:8][N:4]([C:1](=[O:3])[CH3:2])[C@@H:5]([C:10]2[N:14]3[C:15]4[C:21]([CH3:22])=[CH:20][NH:19][C:16]=4[N:17]=[CH:18][C:13]3=[C:12]([C:23]3[CH:24]=[CH:25][C:26]([NH:29][CH:40]([CH3:42])[CH3:41])=[CH:27][CH:28]=3)[N:11]=2)[CH2:6]1. Given the reactants [C:1]([N:4]1[CH2:8][C@H:7]([OH:9])[CH2:6][C@@H:5]1[C:10]1[N:14]2[C:15]3[C:21]([CH3:22])=[CH:20][NH:19][C:16]=3[N:17]=[CH:18][C:13]2=[C:12]([C:23]2[CH:28]=[CH:27][C:26]([N:29]([CH:40]([CH3:42])[CH3:41])C(=O)OCC3C=CC=CC=3)=[CH:25][CH:24]=2)[N:11]=1)(=[O:3])[CH3:2].CC#N.[Si](I)(C)(C)C, predict the reaction product. (3) Given the reactants Br[C:2]1[CH:3]=[CH:4][C:5]2[O:11][CH2:10][CH2:9][N:8]3[C:12]([C:18]([NH:20][CH3:21])=[O:19])=[C:13]([C:15]([NH2:17])=[O:16])[N:14]=[C:7]3[C:6]=2[CH:22]=1.[CH3:23][C:24]([OH:29])([C:27]#[CH:28])[CH2:25][OH:26], predict the reaction product. The product is: [OH:29][C:24]([CH3:23])([CH2:25][OH:26])[C:27]#[C:28][C:2]1[CH:3]=[CH:4][C:5]2[O:11][CH2:10][CH2:9][N:8]3[C:12]([C:18]([NH:20][CH3:21])=[O:19])=[C:13]([C:15]([NH2:17])=[O:16])[N:14]=[C:7]3[C:6]=2[CH:22]=1. (4) Given the reactants [O:1]=[C:2]1[CH2:6][CH2:5][C@@H:4]([C:7]2[CH:19]=[CH:18][C:10]([O:11][CH2:12][C:13]([O:15]CC)=[O:14])=[CH:9][CH:8]=2)[CH2:3]1.O[Li].O, predict the reaction product. The product is: [O:1]=[C:2]1[CH2:6][CH2:5][C@@H:4]([C:7]2[CH:19]=[CH:18][C:10]([O:11][CH2:12][C:13]([OH:15])=[O:14])=[CH:9][CH:8]=2)[CH2:3]1. (5) Given the reactants C([O:3][C:4](=[O:20])[C@@H:5]([O:18][CH3:19])[CH2:6][C:7]1[CH:12]=[CH:11][C:10]([O:13][CH2:14][CH2:15][CH2:16]Br)=[CH:9][CH:8]=1)C.[OH:21][C:22]1[CH:27]=[CH:26][C:25]([C:28](=[O:32])[CH:29]([CH3:31])[CH3:30])=[CH:24][CH:23]=1.[OH-].[Na+], predict the reaction product. The product is: [C:28]([C:25]1[CH:24]=[CH:23][C:22]([O:21][CH2:16][CH2:15][CH2:14][O:13][C:10]2[CH:9]=[CH:8][C:7]([CH2:6][C@H:5]([O:18][CH3:19])[C:4]([OH:3])=[O:20])=[CH:12][CH:11]=2)=[CH:27][CH:26]=1)(=[O:32])[CH:29]([CH3:31])[CH3:30].